Predict the reaction yield, written as a fraction of the theoretical maximum amount of product (1.0 means a 100% yield; for example, 0.34 means a 34% yield). From a dataset of Reaction yield outcomes from USPTO patents with 853,638 reactions. The reactants are [O:1]1[C:5]2[CH:6]=[CH:7][CH:8]=[CH:9][C:4]=2[N:3]=[C:2]1[NH:10][C@@H:11]([CH2:15][CH:16]1[CH2:21][CH2:20][CH2:19][CH2:18][CH2:17]1)[C:12]([OH:14])=O.Cl.Cl.[CH3:24][O:25][C:26]1[CH:31]=[CH:30][C:29]([NH:32][CH2:33][CH2:34][NH2:35])=[CH:28][CH:27]=1.CCN(C(C)C)C(C)C.CN(C(ON1N=NC2C=CC=NC1=2)=[N+](C)C)C.F[P-](F)(F)(F)(F)F. The catalyst is ClCCl. The product is [O:1]1[C:5]2[CH:6]=[CH:7][CH:8]=[CH:9][C:4]=2[N:3]=[C:2]1[NH:10][C@@H:11]([CH2:15][CH:16]1[CH2:21][CH2:20][CH2:19][CH2:18][CH2:17]1)[C:12]([NH:35][CH2:34][CH2:33][NH:32][C:29]1[CH:30]=[CH:31][C:26]([O:25][CH3:24])=[CH:27][CH:28]=1)=[O:14]. The yield is 0.560.